From a dataset of Forward reaction prediction with 1.9M reactions from USPTO patents (1976-2016). Predict the product of the given reaction. Given the reactants [CH2:1]([S:3]([C:6]1[O:10][C:9]2[CH:11]=[CH:12][CH:13]=[C:14]([O:15]C)[C:8]=2[CH:7]=1)(=[O:5])=[O:4])[CH3:2].B(Br)(Br)Br, predict the reaction product. The product is: [CH2:1]([S:3]([C:6]1[O:10][C:9]2[CH:11]=[CH:12][CH:13]=[C:14]([OH:15])[C:8]=2[CH:7]=1)(=[O:4])=[O:5])[CH3:2].